From a dataset of Reaction yield outcomes from USPTO patents with 853,638 reactions. Predict the reaction yield, written as a fraction of the theoretical maximum amount of product (1.0 means a 100% yield; for example, 0.34 means a 34% yield). (1) The reactants are BrC[C:3]1[CH:4]=[C:5]([CH:8]=[CH:9][CH:10]=1)[C:6]#[N:7].[CH3:11][C:12]([O:15][C:16]([NH:18][C:19]([O:21][C:22]([CH3:25])([CH3:24])[CH3:23])=[O:20])=[O:17])([CH3:14])[CH3:13].C(=O)([O-])[O-].[Cs+].[Cs+]. The catalyst is C1COCC1.[I-].[Li+]. The product is [C:22]([O:21][C:19]([N:18]([C:16]([O:15][C:12]([CH3:14])([CH3:13])[CH3:11])=[O:17])[C:3]1[CH:4]=[C:5]([CH:8]=[CH:9][CH:10]=1)[C:6]#[N:7])=[O:20])([CH3:25])([CH3:24])[CH3:23]. The yield is 0.870. (2) The reactants are [CH:1]1[CH:6]=[C:5]2[C:7](Br)=[CH:8][S:9][C:4]2=[CH:3][CH:2]=1.CN([CH:14]=[O:15])C.C[CH2:17][O:18]CC. No catalyst specified. The product is [S:9]1[C:4]2[CH:3]=[CH:2][CH:1]=[CH:6][C:5]=2[C:7]([CH:17]=[O:18])=[C:8]1[CH:14]=[O:15]. The yield is 0.600. (3) The reactants are [N:1]1([C:10]2[CH:30]=[CH:29][C:13]([C:14]([N:16]3[CH2:21][CH2:20][N:19](C(OC(C)(C)C)=O)[CH2:18][CH2:17]3)=[O:15])=[CH:12][CH:11]=2)[C:9]2[C:4](=[CH:5][CH:6]=[CH:7][CH:8]=2)[CH2:3][CH2:2]1.[ClH:31]. The catalyst is O1CCOCC1. The product is [ClH:31].[N:1]1([C:10]2[CH:11]=[CH:12][C:13]([C:14]([N:16]3[CH2:17][CH2:18][NH:19][CH2:20][CH2:21]3)=[O:15])=[CH:29][CH:30]=2)[C:9]2[C:4](=[CH:5][CH:6]=[CH:7][CH:8]=2)[CH2:3][CH2:2]1. The yield is 0.950.